Regression. Given two drug SMILES strings and cell line genomic features, predict the synergy score measuring deviation from expected non-interaction effect. From a dataset of NCI-60 drug combinations with 297,098 pairs across 59 cell lines. Drug 1: CC(C1=C(C=CC(=C1Cl)F)Cl)OC2=C(N=CC(=C2)C3=CN(N=C3)C4CCNCC4)N. Drug 2: C1=CC(=CC=C1CCC2=CNC3=C2C(=O)NC(=N3)N)C(=O)NC(CCC(=O)O)C(=O)O. Cell line: LOX IMVI. Synergy scores: CSS=41.3, Synergy_ZIP=0.407, Synergy_Bliss=-2.42, Synergy_Loewe=-7.75, Synergy_HSA=-1.69.